Dataset: Forward reaction prediction with 1.9M reactions from USPTO patents (1976-2016). Task: Predict the product of the given reaction. (1) Given the reactants C(O[C:6](=O)[N:7](C)[C@H:8]([C:10](=[O:24])[NH:11][C:12]1[CH:13]=[CH:14][C:15]2[NH:20][C:19](=[O:21])[C@H:18]([CH3:22])[NH:17][C:16]=2[N:23]=1)[CH3:9])(C)(C)C.[ClH:27], predict the reaction product. The product is: [ClH:27].[CH3:6][NH:7][C@@H:8]([CH3:9])[C:10]([NH:11][C:12]1[CH:13]=[CH:14][C:15]2[NH:20][C:19](=[O:21])[C@H:18]([CH3:22])[NH:17][C:16]=2[N:23]=1)=[O:24]. (2) The product is: [CH3:13][N:14]([CH3:15])[CH2:12][CH:10]([OH:11])[CH2:9][N:7]1[CH:8]=[C:4]([N+:1]([O-:3])=[O:2])[CH:5]=[N:6]1. Given the reactants [N+:1]([C:4]1[CH:5]=[N:6][N:7]([CH2:9][CH:10]2[CH2:12][O:11]2)[CH:8]=1)([O-:3])=[O:2].[CH3:13][NH:14][CH3:15], predict the reaction product. (3) Given the reactants Br[C:2]1[S:3][C:4]([S:7]([CH3:10])(=[O:9])=[O:8])=[CH:5][N:6]=1.[C:11]([O:15][C:16]([N:18]1[CH2:28][CH2:27][C:21]2([CH2:25][NH:24][C:23](=[O:26])[CH2:22]2)[CH2:20][CH2:19]1)=[O:17])([CH3:14])([CH3:13])[CH3:12].CC1(C)C2C(=C(P(C3C=CC=CC=3)C3C=CC=CC=3)C=CC=2)OC2C(P(C3C=CC=CC=3)C3C=CC=CC=3)=CC=CC1=2.C([O-])([O-])=O.[Cs+].[Cs+], predict the reaction product. The product is: [CH3:10][S:7]([C:4]1[S:3][C:2]([N:24]2[C:23](=[O:26])[CH2:22][C:21]3([CH2:27][CH2:28][N:18]([C:16]([O:15][C:11]([CH3:14])([CH3:13])[CH3:12])=[O:17])[CH2:19][CH2:20]3)[CH2:25]2)=[N:6][CH:5]=1)(=[O:9])=[O:8]. (4) Given the reactants [NH2:1][C:2]1[N:7]=[CH:6][N:5]=[C:4]([NH:8][C@H:9]([C:11]2[N:16]([C:17]3[CH:22]=[CH:21][CH:20]=[CH:19][CH:18]=3)[C:15](=[O:23])[C:14]3=[C:24]([CH3:27])[CH:25]=[CH:26][N:13]3[N:12]=2)[CH3:10])[C:3]=1Br.[OH:29][C:30]1[CH:35]=[CH:34][C:33]([S:36]([NH:39][C:40]2[C:41]([O:55][CH3:56])=[N:42][CH:43]=[C:44](B3OC(C)(C)C(C)(C)O3)[CH:45]=2)(=[O:38])=[O:37])=[CH:32][CH:31]=1.B1(B2OC(C)(C)C(C)(C)O2)OC(C)(C)C(C)(C)O1.C(=O)([O-])[O-].[Cs+].[Cs+], predict the reaction product. The product is: [NH2:1][C:2]1[C:3]([C:44]2[CH:45]=[C:40]([NH:39][S:36]([C:33]3[CH:32]=[CH:31][C:30]([OH:29])=[CH:35][CH:34]=3)(=[O:38])=[O:37])[C:41]([O:55][CH3:56])=[N:42][CH:43]=2)=[C:4]([NH:8][C@H:9]([C:11]2[N:16]([C:17]3[CH:22]=[CH:21][CH:20]=[CH:19][CH:18]=3)[C:15](=[O:23])[C:14]3=[C:24]([CH3:27])[CH:25]=[CH:26][N:13]3[N:12]=2)[CH3:10])[N:5]=[CH:6][N:7]=1. (5) Given the reactants [Br:1]N1C(=O)CCC1=O.[CH3:9][C:10]1[CH:14]=[CH:13][N:12]([S:15]([C:18]2[CH:23]=[CH:22][C:21]([CH3:24])=[CH:20][CH:19]=2)(=[O:17])=[O:16])[C:11]=1[C:25]#[N:26].S(=O)(O)[O-].[Na+].O, predict the reaction product. The product is: [Br:1][C:14]1[C:10]([CH3:9])=[C:11]([C:25]#[N:26])[N:12]([S:15]([C:18]2[CH:23]=[CH:22][C:21]([CH3:24])=[CH:20][CH:19]=2)(=[O:17])=[O:16])[CH:13]=1. (6) The product is: [CH3:2][O:3][C:4](=[O:21])[CH:5]([NH:20][C:28](=[O:29])[C:27]1[CH:31]=[CH:32][C:24]([C:23]([F:22])([F:33])[F:34])=[CH:25][CH:26]=1)[C:6]([C:8]1[CH:13]=[CH:12][C:11]([C:14]2[CH:19]=[CH:18][CH:17]=[CH:16][CH:15]=2)=[CH:10][CH:9]=1)=[O:7]. Given the reactants Cl.[CH3:2][O:3][C:4](=[O:21])[CH:5]([NH2:20])[C:6]([C:8]1[CH:13]=[CH:12][C:11]([C:14]2[CH:19]=[CH:18][CH:17]=[CH:16][CH:15]=2)=[CH:10][CH:9]=1)=[O:7].[F:22][C:23]([F:34])([F:33])[C:24]1[CH:32]=[CH:31][C:27]([C:28](Cl)=[O:29])=[CH:26][CH:25]=1.C(N(CC)CC)C, predict the reaction product. (7) Given the reactants [CH3:1][O:2][C:3]1[NH:4][C:5](=[O:27])[C:6]([CH2:12][C:13]2[CH:18]=[CH:17][C:16]([C:19]3[C:20]([C:25]#[N:26])=[CH:21][CH:22]=[CH:23][CH:24]=3)=[CH:15][CH:14]=2)=[C:7]([CH2:9][CH2:10][CH3:11])[N:8]=1.[CH3:28][C:29]1([CH3:41])[CH2:33][C:32]2[CH:34]=[C:35](B(O)O)[CH:36]=[CH:37][C:31]=2[O:30]1.C(N(CC)CC)C.N1C=CC=CC=1, predict the reaction product. The product is: [CH3:28][C:29]1([CH3:41])[CH2:33][C:32]2[CH:34]=[C:35]([N:4]3[C:5](=[O:27])[C:6]([CH2:12][C:13]4[CH:18]=[CH:17][C:16]([C:19]5[C:20]([C:25]#[N:26])=[CH:21][CH:22]=[CH:23][CH:24]=5)=[CH:15][CH:14]=4)=[C:7]([CH2:9][CH2:10][CH3:11])[N:8]=[C:3]3[O:2][CH3:1])[CH:36]=[CH:37][C:31]=2[O:30]1. (8) Given the reactants [N+:1]([C:4]1[C:12]2[NH:11][CH:10]=[N:9][C:8]=2[CH:7]=[CH:6][CH:5]=1)([O-:3])=[O:2].C(N(C(C)C)CC)(C)C.[C:22](O[C:22]([O:24][C:25]([CH3:28])([CH3:27])[CH3:26])=[O:23])([O:24][C:25]([CH3:28])([CH3:27])[CH3:26])=[O:23].C(OCC)(=O)C, predict the reaction product. The product is: [N+:1]([C:4]1[C:12]2[N:11]=[CH:10][N:9]([C:22]([O:24][C:25]([CH3:28])([CH3:27])[CH3:26])=[O:23])[C:8]=2[CH:7]=[CH:6][CH:5]=1)([O-:3])=[O:2]. (9) Given the reactants [CH2:1]([O:3][C:4]([N:6]1[CH2:11][CH2:10][N:9]([C:12](=[O:38])[C@@H:13]([NH:23][C:24]([C:26]2[CH:30]=[C:29]([OH:31])[N:28]([C:32]3[CH:37]=[CH:36][CH:35]=[CH:34][CH:33]=3)[N:27]=2)=[O:25])[CH2:14][CH2:15][C:16]([O:18][C:19]([CH3:22])([CH3:21])[CH3:20])=[O:17])[CH2:8][CH2:7]1)=[O:5])[CH3:2].C(=O)([O-])[O-].[Cs+].[Cs+].[CH2:45]([O:47][C:48](=[O:51])[CH2:49]Br)[CH3:46], predict the reaction product. The product is: [CH2:1]([O:3][C:4]([N:6]1[CH2:11][CH2:10][N:9]([C:12](=[O:38])[C@@H:13]([NH:23][C:24]([C:26]2[CH:30]=[C:29]([O:31][CH2:49][C:48]([O:47][CH2:45][CH3:46])=[O:51])[N:28]([C:32]3[CH:37]=[CH:36][CH:35]=[CH:34][CH:33]=3)[N:27]=2)=[O:25])[CH2:14][CH2:15][C:16]([O:18][C:19]([CH3:22])([CH3:21])[CH3:20])=[O:17])[CH2:8][CH2:7]1)=[O:5])[CH3:2]. (10) The product is: [CH3:24][C:13]([N:25]1[CH2:26][CH2:27][O:28][CH2:29][CH2:30]1)([CH3:12])[C:14]([C:16]1[CH:21]=[CH:20][C:19]([S:22]([CH3:23])=[O:6])=[CH:18][CH:17]=1)=[O:15]. Given the reactants ClC1C=C(C=CC=1)C(OO)=[O:6].[CH3:12][C:13]([N:25]1[CH2:30][CH2:29][O:28][CH2:27][CH2:26]1)([CH3:24])[C:14]([C:16]1[CH:21]=[CH:20][C:19]([S:22][CH3:23])=[CH:18][CH:17]=1)=[O:15], predict the reaction product.